The task is: Predict which catalyst facilitates the given reaction.. This data is from Catalyst prediction with 721,799 reactions and 888 catalyst types from USPTO. Reactant: [NH2:1][C:2]1[CH:3]=[C:4]([C:8]2[N:9]([CH3:17])[C:10]3[C:15]([CH:16]=2)=[CH:14][CH:13]=[CH:12][CH:11]=3)[CH:5]=[N:6][CH:7]=1.[CH2:18]([O:20][C:21]([C:23]1([CH:27]=O)[CH2:26][CH2:25][CH2:24]1)=[O:22])[CH3:19].C(O)(=O)C.C(O[BH-](OC(=O)C)OC(=O)C)(=O)C.[Na+]. Product: [CH2:18]([O:20][C:21]([C:23]1([CH2:27][NH:1][C:2]2[CH:7]=[N:6][CH:5]=[C:4]([C:8]3[N:9]([CH3:17])[C:10]4[C:15]([CH:16]=3)=[CH:14][CH:13]=[CH:12][CH:11]=4)[CH:3]=2)[CH2:26][CH2:25][CH2:24]1)=[O:22])[CH3:19]. The catalyst class is: 4.